This data is from Full USPTO retrosynthesis dataset with 1.9M reactions from patents (1976-2016). The task is: Predict the reactants needed to synthesize the given product. (1) Given the product [CH3:20][O:19][C:16]1[CH:17]=[C:18]2[C:13](=[CH:14][CH:15]=1)[NH:12][CH:11]=[C:10]2[C:8](=[O:9])[CH:28]([NH:35][C:36]1[CH:41]=[CH:40][N:39]=[C:38]([O:42][CH3:43])[CH:37]=1)[C:29]1[CH:30]=[CH:31][CH:32]=[CH:33][CH:34]=1, predict the reactants needed to synthesize it. The reactants are: C(N(CC)CC)C.[CH:8]([C:10]1[C:18]2[C:13](=[CH:14][CH:15]=[C:16]([O:19][CH3:20])[CH:17]=2)[N:12](C(OC(C)(C)C)=O)[CH:11]=1)=[O:9].[CH:28](=[N:35][C:36]1[CH:41]=[CH:40][N:39]=[C:38]([O:42][CH3:43])[CH:37]=1)[C:29]1[CH:34]=[CH:33][CH:32]=[CH:31][CH:30]=1. (2) Given the product [Cl:1][C:2]1[C:3]([C:23]2[CH:28]=[C:27]([Cl:29])[CH:26]=[CH:25][C:24]=2[C:30]#[N:31])=[CH:4][C:5](=[O:22])[N:6]([CH:8]([CH2:16][C:17]2[N:18]=[CH:19][O:20][CH:21]=2)[C:9]([OH:11])=[O:10])[CH:7]=1, predict the reactants needed to synthesize it. The reactants are: [Cl:1][C:2]1[C:3]([C:23]2[CH:28]=[C:27]([Cl:29])[CH:26]=[CH:25][C:24]=2[C:30]#[N:31])=[CH:4][C:5](=[O:22])[N:6]([CH:8]([CH2:16][C:17]2[N:18]=[CH:19][O:20][CH:21]=2)[C:9]([O:11]C(C)(C)C)=[O:10])[CH:7]=1.C(O)(C(F)(F)F)=O. (3) Given the product [C:1]([C:3]1[C:4]([C:17]2[CH:22]=[CH:21][C:20]([Cl:23])=[C:19]([Cl:24])[CH:18]=2)=[C:5]([C:14]([NH:62][C:61]2[N:57]([CH3:56])[N:58]=[C:59]([CH3:63])[CH:60]=2)=[O:16])[S:6][C:7]=1[N:8]1[CH2:13][CH2:12][O:11][CH2:10][CH2:9]1)#[N:2], predict the reactants needed to synthesize it. The reactants are: [C:1]([C:3]1[C:4]([C:17]2[CH:22]=[CH:21][C:20]([Cl:23])=[C:19]([Cl:24])[CH:18]=2)=[C:5]([C:14]([OH:16])=O)[S:6][C:7]=1[N:8]1[CH2:13][CH2:12][O:11][CH2:10][CH2:9]1)#[N:2].CN(C(ON1N=NC2C=CC=CC1=2)=[N+](C)C)C.F[P-](F)(F)(F)(F)F.CN1CCOCC1.[CH3:56][N:57]1[C:61]([NH2:62])=[CH:60][C:59]([CH3:63])=[N:58]1. (4) Given the product [Br:18][C:16]1[CH:15]=[C:14]2[C:3]([C:4](=[O:5])[NH:6][N:7]2[C:8]2[CH:13]=[CH:12][CH:11]=[CH:10][CH:9]=2)=[CH:2][CH:17]=1, predict the reactants needed to synthesize it. The reactants are: N[C:2]1[CH:17]=[C:16]([Br:18])[CH:15]=[CH:14][C:3]=1[C:4]([NH:6][NH:7][C:8]1[CH:13]=[CH:12][CH:11]=[CH:10][CH:9]=1)=[O:5].C(O)C.N([O-])=O.[Na+]. (5) Given the product [O:1]1[C@H:5]2[O:6][CH2:7][CH2:8][C@H:4]2[C@@H:3]([O:9][C:10](=[O:32])[NH:11][C@@H:12]([CH2:25][C:26]2[CH:27]=[CH:28][CH:29]=[CH:30][CH:31]=2)[C@H:13]([OH:24])[CH2:14][N:15]([S:53]([C:48]2[CH:49]=[CH:50][C:51]([F:52])=[C:46]([NH:45][C:42](=[O:44])[CH3:43])[CH:47]=2)(=[O:54])=[O:55])[CH2:16][C:17]([CH3:22])([CH3:23])[CH2:18][CH2:19][C:20]#[N:21])[CH2:2]1, predict the reactants needed to synthesize it. The reactants are: [O:1]1[C@H:5]2[O:6][CH2:7][CH2:8][C@H:4]2[C@@H:3]([O:9][C:10](=[O:32])[NH:11][C@@H:12]([CH2:25][C:26]2[CH:31]=[CH:30][CH:29]=[CH:28][CH:27]=2)[C@H:13]([OH:24])[CH2:14][NH:15][CH2:16][C:17]([CH3:23])([CH3:22])[CH2:18][CH2:19][C:20]#[N:21])[CH2:2]1.C(N(C(C)C)CC)(C)C.[C:42]([NH:45][C:46]1[CH:47]=[C:48]([S:53](Cl)(=[O:55])=[O:54])[CH:49]=[CH:50][C:51]=1[F:52])(=[O:44])[CH3:43]. (6) Given the product [F:1][C:2]1[CH:3]=[C:4]([CH:37]=[CH:38][CH:39]=1)[CH2:5][N:6]1[C:14]2[C:9](=[CH:10][C:11]([NH:15][C:16]3[C:25]4[C:20](=[CH:21][CH:22]=[CH:23][C:24]=4[CH2:26][N:27]4[CH2:32][CH2:31][C@@H:30]([NH2:33])[C@H:29]([OH:36])[CH2:28]4)[N:19]=[CH:18][N:17]=3)=[CH:12][CH:13]=2)[CH:8]=[N:7]1, predict the reactants needed to synthesize it. The reactants are: [F:1][C:2]1[CH:3]=[C:4]([CH:37]=[CH:38][CH:39]=1)[CH2:5][N:6]1[C:14]2[C:9](=[CH:10][C:11]([NH:15][C:16]3[C:25]4[C:20](=[CH:21][CH:22]=[CH:23][C:24]=4[CH2:26][N:27]4[CH2:32][CH2:31][C@@H:30]([N:33]=[N+]=[N-])[C@H:29]([OH:36])[CH2:28]4)[N:19]=[CH:18][N:17]=3)=[CH:12][CH:13]=2)[CH:8]=[N:7]1.C1C=CC(P(C2C=CC=CC=2)C2C=CC=CC=2)=CC=1. (7) Given the product [F:25][C:26]([F:46])([F:47])[C:27]1[CH:28]=[C:29]([C@H:37]([O:14][C@H:13]2[CH2:12][CH2:11][C@H:10]([C:15]([O:17][CH2:18][CH3:19])=[O:16])[C@@H:9]([C:20]([O:22][CH2:23][CH3:24])=[O:21])[C@@H:8]2[C:3]2[CH:4]=[CH:5][CH:6]=[CH:7][C:2]=2[CH3:1])[CH3:38])[CH:30]=[C:31]([C:33]([F:34])([F:35])[F:36])[CH:32]=1, predict the reactants needed to synthesize it. The reactants are: [CH3:1][C:2]1[CH:7]=[CH:6][CH:5]=[CH:4][C:3]=1[C@@H:8]1[C@@H:13]([OH:14])[CH2:12][CH2:11][C@H:10]([C:15]([O:17][CH2:18][CH3:19])=[O:16])[C@H:9]1[C:20]([O:22][CH2:23][CH3:24])=[O:21].[F:25][C:26]([F:47])([F:46])[C:27]1[CH:28]=[C:29]([C@@H:37](OC(=N)C(Cl)(Cl)Cl)[CH3:38])[CH:30]=[C:31]([C:33]([F:36])([F:35])[F:34])[CH:32]=1. (8) Given the product [CH:8]([OH:19])=[O:40].[Cl:18][C:13]1[CH:14]=[CH:15][CH:16]=[CH:17][C:12]=1[N:9]1[C:10]2[C:5](=[C:4]([C:20]3[CH:25]=[CH:24][CH:23]=[CH:22][C:21]=3[Cl:26])[N:3]=[C:2]([NH:33][CH2:32][CH2:31][NH:30][CH:27]([CH3:29])[CH3:28])[CH:11]=2)[CH:6]=[CH:7][C:8]1=[O:19], predict the reactants needed to synthesize it. The reactants are: Br[C:2]1[CH:11]=[C:10]2[C:5]([CH:6]=[CH:7][C:8](=[O:19])[N:9]2[C:12]2[CH:17]=[CH:16][CH:15]=[CH:14][C:13]=2[Cl:18])=[C:4]([C:20]2[CH:25]=[CH:24][CH:23]=[CH:22][C:21]=2[Cl:26])[N:3]=1.[CH:27]([NH:30][CH2:31][CH2:32][NH2:33])([CH3:29])[CH3:28].CN1C(=[O:40])CCC1.